Task: Predict the product of the given reaction.. Dataset: Forward reaction prediction with 1.9M reactions from USPTO patents (1976-2016) (1) Given the reactants C([O:3][C:4]([C:6]1[N:7]=[C:8]([C:19]2[CH:24]=[CH:23][C:22]([O:25][CH3:26])=[CH:21][CH:20]=2)[O:9][C:10]=1[CH2:11][O:12][CH:13]1[CH2:18][CH2:17][CH2:16][CH2:15][O:14]1)=O)C.[H-].[Al+3].[Li+].[H-].[H-].[H-], predict the reaction product. The product is: [CH3:26][O:25][C:22]1[CH:21]=[CH:20][C:19]([C:8]2[O:9][C:10]([CH2:11][O:12][CH:13]3[CH2:18][CH2:17][CH2:16][CH2:15][O:14]3)=[C:6]([CH2:4][OH:3])[N:7]=2)=[CH:24][CH:23]=1. (2) The product is: [NH2:1][CH2:2][C:3]([NH:5][CH2:6][C:7]([NH:9][C@H:10]([C:14]([NH:16][C@H:17]([C:22]([NH:32][C@H:33]([C:37]([NH:39][C@H:40]([C:46]([N:48]1[CH2:65][CH2:64][CH2:61][C@H:49]1[C:50]([NH:52][CH2:53][C:54]([OH:56])=[O:55])=[O:51])=[O:47])[CH2:41][CH2:42][C:43](=[O:45])[NH2:44])=[O:38])[CH:34]([CH3:35])[CH3:36])=[O:23])[CH2:18][CH:19]([CH3:21])[CH3:20])=[O:15])[CH:11]([CH3:12])[CH3:13])=[O:8])=[O:4]. Given the reactants [NH:1](C(OC(C)(C)C)=O)[CH2:2][C:3]([NH:5][CH2:6][C:7]([NH:9][C@H:10]([C:14]([NH:16][C@H:17]([C:22](O)=[O:23])[CH2:18][CH:19]([CH3:21])[CH3:20])=[O:15])[CH:11]([CH3:13])[CH3:12])=[O:8])=[O:4].[NH2:32][C@H:33]([C:37]([NH:39][C@H:40]([C:46]([N:48]1CC[CH2:61][C@H:49]1[C:50]([NH:52][CH2:53][C:54]([O:56]C(C)(C)C)=[O:55])=[O:51])=[O:47])[CH2:41][CH2:42][C:43](=[O:45])[NH2:44])=[O:38])[CH:34]([CH3:36])[CH3:35].[CH2:64](Cl)[CH2:65]Cl.Cl.O1CCOCC1, predict the reaction product.